This data is from Peptide-MHC class I binding affinity with 185,985 pairs from IEDB/IMGT. The task is: Regression. Given a peptide amino acid sequence and an MHC pseudo amino acid sequence, predict their binding affinity value. This is MHC class I binding data. (1) The peptide sequence is WTFTPTTPL. The MHC is HLA-A02:01 with pseudo-sequence HLA-A02:01. The binding affinity (normalized) is 0.834. (2) The peptide sequence is HLIQNPNPF. The MHC is HLA-B15:01 with pseudo-sequence HLA-B15:01. The binding affinity (normalized) is 0.683. (3) The peptide sequence is RLQSGVDVF. The MHC is HLA-A32:01 with pseudo-sequence HLA-A32:01. The binding affinity (normalized) is 0.516. (4) The peptide sequence is VLCPKNMII. The MHC is HLA-A02:01 with pseudo-sequence HLA-A02:01. The binding affinity (normalized) is 0.132. (5) The peptide sequence is FTWQHNYYL. The MHC is HLA-A23:01 with pseudo-sequence HLA-A23:01. The binding affinity (normalized) is 0.538. (6) The peptide sequence is QAYAAPQLF. The MHC is HLA-B53:01 with pseudo-sequence HLA-B53:01. The binding affinity (normalized) is 0.606. (7) The peptide sequence is AEQFKQKAL. The MHC is H-2-Kk with pseudo-sequence H-2-Kk. The binding affinity (normalized) is 0.0929.